The task is: Predict the reactants needed to synthesize the given product.. This data is from Full USPTO retrosynthesis dataset with 1.9M reactions from patents (1976-2016). (1) The reactants are: [Br:1][C:2]1[CH:7]=[CH:6][CH:5]=[CH:4][CH:3]=1.[CH3:8][C:9]1([CH3:16])[CH2:13][C:12](=[O:14])[O:11][C:10]1=[O:15].[Al]. Given the product [Br:1][C:2]1[CH:7]=[CH:6][C:5]([C:12](=[O:14])[CH2:13][C:9]([CH3:16])([CH3:8])[C:10]([OH:15])=[O:11])=[CH:4][CH:3]=1, predict the reactants needed to synthesize it. (2) Given the product [Cl:1][C:2]1[CH:7]=[C:6]([C:8]2[N:13]=[C:12]([NH:41][CH2:40][C:39]([CH3:42])([NH2:43])[CH3:38])[C:11]3[C:10]([CH:9]=2)=[CH:17][N:16]=[CH:15][CH:14]=3)[CH:5]=[CH:4][N:3]=1, predict the reactants needed to synthesize it. The reactants are: [Cl:1][C:2]1[CH:7]=[C:6]([C:8](=O)[CH2:9][C:10]2[CH:17]=[N:16][CH:15]=[CH:14][C:11]=2[C:12]#[N:13])[CH:5]=[CH:4][N:3]=1.COC1C=C(C(=O)CC2C=NC=CC=2C#N)C=CN=1.[CH3:38][C:39]([NH2:43])([CH3:42])[CH2:40][NH2:41]. (3) Given the product [CH3:6][C:7]([S:10](/[N:12]=[CH:1]/[CH:2]([CH3:4])[CH3:3])=[O:11])([CH3:9])[CH3:8], predict the reactants needed to synthesize it. The reactants are: [CH:1](=O)[CH:2]([CH3:4])[CH3:3].[CH3:6][C:7]([S:10]([NH2:12])=[O:11])([CH3:9])[CH3:8]. (4) Given the product [CH2:34]([O:14][C:13](=[O:15])[C@@H:12]([NH:16][C:17]([O:19][CH2:20][CH:21]1[C:33]2[CH:32]=[CH:31][CH:30]=[CH:29][C:28]=2[C:27]2[C:22]1=[CH:23][CH:24]=[CH:25][CH:26]=2)=[O:18])[CH2:11][CH2:10][CH2:9][NH:8][C:6]([O:5][C:1]([CH3:4])([CH3:2])[CH3:3])=[O:7])[CH3:35], predict the reactants needed to synthesize it. The reactants are: [C:1]([O:5][C:6]([NH:8][CH2:9][CH2:10][CH2:11][C@H:12]([NH:16][C:17]([O:19][CH2:20][CH:21]1[C:33]2[CH:32]=[CH:31][CH:30]=[CH:29][C:28]=2[C:27]2[C:22]1=[CH:23][CH:24]=[CH:25][CH:26]=2)=[O:18])[C:13]([OH:15])=[O:14])=[O:7])([CH3:4])([CH3:3])[CH3:2].[CH3:34][CH2:35]N=C=NCCCN(C)C.Cl.C1C=CC2N(O)N=NC=2C=1.C(O)C. (5) Given the product [N:1]1([C:5]2[N:10]=[C:9]([CH3:11])[N:8]=[C:7]([NH:12][NH:13][C:14](=[O:34])[C@H:15]([CH2:28][CH:29]3[CH2:30][CH2:31][CH2:32][CH2:33]3)[CH2:16][N:17]([OH:20])[CH:18]=[O:19])[C:6]=2[F:35])[CH2:2][CH2:3][CH2:4]1, predict the reactants needed to synthesize it. The reactants are: [N:1]1([C:5]2[N:10]=[C:9]([CH3:11])[N:8]=[C:7]([NH:12][NH:13][C:14](=[O:34])[C@H:15]([CH2:28][CH:29]3[CH2:33][CH2:32][CH2:31][CH2:30]3)[CH2:16][N:17]([O:20]CC3C=CC=CC=3)[CH:18]=[O:19])[C:6]=2[F:35])[CH2:4][CH2:3][CH2:2]1. (6) Given the product [CH2:13]([N:3]1[CH:7]=[C:6]([C:8]([O:10][CH2:11][CH3:12])=[O:9])[CH:5]=[N:4]1)[C:14]1[CH:19]=[CH:18][CH:17]=[CH:16][CH:15]=1, predict the reactants needed to synthesize it. The reactants are: [H-].[Na+].[NH:3]1[CH:7]=[C:6]([C:8]([O:10][CH2:11][CH3:12])=[O:9])[CH:5]=[N:4]1.[CH2:13](Br)[C:14]1[CH:19]=[CH:18][CH:17]=[CH:16][CH:15]=1.